Dataset: Reaction yield outcomes from USPTO patents with 853,638 reactions. Task: Predict the reaction yield, written as a fraction of the theoretical maximum amount of product (1.0 means a 100% yield; for example, 0.34 means a 34% yield). The reactants are [N+:1]([C:4]1[CH:5]=[C:6]([C:13]([F:16])([F:15])[F:14])[CH:7]=[C:8]([N+:10]([O-])=O)[CH:9]=1)([O-])=O.[H][H]. The catalyst is C(OCC)(=O)C.CO.[C].[Pd]. The product is [F:14][C:13]([F:15])([F:16])[C:6]1[CH:5]=[C:4]([NH2:1])[CH:9]=[C:8]([NH2:10])[CH:7]=1. The yield is 1.00.